This data is from Catalyst prediction with 721,799 reactions and 888 catalyst types from USPTO. The task is: Predict which catalyst facilitates the given reaction. (1) Reactant: [C:1]([C:5]1[CH:10]=[CH:9][CH:8]=[CH:7][C:6]=1[OH:11])([CH3:4])([CH3:3])[CH3:2].[Br-:12].[Br-].[Br-].C([N+](CCCC)(CCCC)CCCC)CCC.C([N+](CCCC)(CCCC)CCCC)CCC.C([N+](CCCC)(CCCC)CCCC)CCC. Product: [Br:12][C:9]1[CH:8]=[CH:7][C:6]([OH:11])=[C:5]([C:1]([CH3:4])([CH3:2])[CH3:3])[CH:10]=1. The catalyst class is: 34. (2) Reactant: [H-].[Na+].[Cl:3][C:4]1[CH:9]=[CH:8][C:7]([F:10])=[CH:6][C:5]=1[CH2:11][C:12]([NH:14][C:15]1[CH:20]=[CH:19][C:18]([O:21][C:22]2[CH:27]=[CH:26][C:25]([F:28])=[CH:24][C:23]=2[F:29])=[C:17]([C:30]2[C:35]([O:36][CH2:37][CH3:38])=[CH:34][C:33](=[O:39])[N:32]([CH3:40])[CH:31]=2)[CH:16]=1)=[O:13].I[CH3:42]. Product: [Cl:3][C:4]1[CH:9]=[CH:8][C:7]([F:10])=[CH:6][C:5]=1[CH:11]([CH3:42])[C:12]([NH:14][C:15]1[CH:20]=[CH:19][C:18]([O:21][C:22]2[CH:27]=[CH:26][C:25]([F:28])=[CH:24][C:23]=2[F:29])=[C:17]([C:30]2[C:35]([O:36][CH2:37][CH3:38])=[CH:34][C:33](=[O:39])[N:32]([CH3:40])[CH:31]=2)[CH:16]=1)=[O:13]. The catalyst class is: 3. (3) The catalyst class is: 358. Reactant: [CH3:1][C:2]1[C@@H:19]([O:20][C:21]([C@H:23]([OH:39])[C@@H:24]([NH:31][C:32]([O:34][C:35]([CH3:38])([CH3:37])[CH3:36])=[O:33])[C:25]2[CH:26]=[CH:27][CH:28]=[CH:29][CH:30]=2)=[O:22])[CH2:18][C@:14]2([OH:40])[C:15]([CH3:17])([CH3:16])[C:3]=1[C@@H:4]([O:59][CH3:60])[C:5]([C@@:7]1([CH3:58])[C@H:12]([C@@H:13]2[O:41][C:42]([C:44]2[CH:45]=[CH:46][CH:47]=[CH:48][CH:49]=2)=[O:43])[C@:11]2([O:52][C:53]([CH3:55])=[O:54])[CH2:50][O:51][C@@H:10]2[CH2:9][C@@H:8]1[O:56][CH3:57])=[O:6].C([NH:71][CH2:72][C:73]([O-:75])=[O:74])(OCC1C=CC=CC=1)=O.C. Product: [CH3:1][C:2]1[C@@H:19]([O:20][C:21]([C@H:23]([OH:39])[C@@H:24]([NH:31][C:32]([O:34][C:35]([CH3:36])([CH3:37])[CH3:38])=[O:33])[C:25]2[CH:26]=[CH:27][CH:28]=[CH:29][CH:30]=2)=[O:22])[CH2:18][C@:14]2([OH:40])[C:15]([CH3:16])([CH3:17])[C:3]=1[C@@H:4]([O:59][CH3:60])[C:5]([C@@:7]1([CH3:58])[C@H:12]([C@@H:13]2[O:41][C:42]([C:44]2[CH:49]=[CH:48][CH:47]=[CH:46][CH:45]=2)=[O:43])[C@:11]2([O:52][C:53]([CH3:55])=[O:54])[CH2:50][O:51][C@@H:10]2[CH2:9][C@@H:8]1[O:56][CH3:57])=[O:6].[NH2:71][CH2:72][C:73]([O-:75])=[O:74]. (4) Reactant: C[O:2][C:3]1[CH:12]=[C:11]2[C:6]([C:7]3[CH:31]=[CH:30][C:29]([C:32](=[O:34])[CH3:33])=[CH:28][C:8]=3[CH:9]([C:13]3[CH:18]=[CH:17][C:16]([O:19][CH2:20][CH2:21][N:22]4[CH2:27][CH2:26][CH2:25][CH2:24][CH2:23]4)=[CH:15][CH:14]=3)[O:10]2)=[CH:5][CH:4]=1.B(Br)(Br)Br. Product: [OH:2][C:3]1[CH:12]=[C:11]2[C:6]([C:7]3[CH:31]=[CH:30][C:29]([C:32](=[O:34])[CH3:33])=[CH:28][C:8]=3[CH:9]([C:13]3[CH:14]=[CH:15][C:16]([O:19][CH2:20][CH2:21][N:22]4[CH2:27][CH2:26][CH2:25][CH2:24][CH2:23]4)=[CH:17][CH:18]=3)[O:10]2)=[CH:5][CH:4]=1. The catalyst class is: 2. (5) Reactant: [CH2:1]([N:8]([CH2:30][CH:31]([CH2:40][C:41]([O:43][C:44]([CH3:47])([CH3:46])[CH3:45])=[O:42])[CH2:32][C:33]([O:35][C:36]([CH3:39])([CH3:38])[CH3:37])=[O:34])[C:9](=[O:29])[CH2:10][CH:11]1[C:20]2[C:15](=[CH:16][C:17]([O:21]CC3C=CC=CC=3)=[CH:18][CH:19]=2)[CH2:14][CH2:13][CH2:12]1)[C:2]1[CH:7]=[CH:6][CH:5]=[CH:4][CH:3]=1.[H][H]. Product: [CH2:1]([N:8]([CH2:30][CH:31]([CH2:40][C:41]([O:43][C:44]([CH3:47])([CH3:46])[CH3:45])=[O:42])[CH2:32][C:33]([O:35][C:36]([CH3:38])([CH3:39])[CH3:37])=[O:34])[C:9](=[O:29])[CH2:10][CH:11]1[C:20]2[C:15](=[CH:16][C:17]([OH:21])=[CH:18][CH:19]=2)[CH2:14][CH2:13][CH2:12]1)[C:2]1[CH:3]=[CH:4][CH:5]=[CH:6][CH:7]=1. The catalyst class is: 352. (6) Reactant: [CH3:1][N:2]([CH3:10])[N:3]1[CH2:8][CH2:7][C:6](=O)[CH2:5][CH2:4]1.[Cl-].[NH4+:12].[C-:13]#[N:14].[Na+].[Cl-].[Na+]. Product: [NH2:12][C:6]1([C:13]#[N:14])[CH2:7][CH2:8][N:3]([N:2]([CH3:10])[CH3:1])[CH2:4][CH2:5]1. The catalyst class is: 328. (7) Reactant: [Cl-].[Al+3].[Cl-].[Cl-].[Br:5][C:6]1[CH:15]=[CH:14][C:9]2[O:10][CH2:11][CH2:12][O:13][C:8]=2[CH:7]=1.Cl[C:17](=[O:23])[C:18]([O:20][CH2:21][CH3:22])=[O:19]. Product: [Br:5][C:6]1[C:15]([C:17](=[O:23])[C:18]([O:20][CH2:21][CH3:22])=[O:19])=[CH:14][C:9]2[O:10][CH2:11][CH2:12][O:13][C:8]=2[CH:7]=1. The catalyst class is: 4. (8) Reactant: Cl[C:2]1[N:7]=[C:6]([CH3:8])[C:5]([CH:9]([CH2:14][CH2:15][CH3:16])[C:10]([O:12][CH3:13])=[O:11])=[C:4]([C:17]2[CH:22]=[CH:21][C:20]([CH3:23])=[CH:19][CH:18]=2)[N:3]=1.[CH2:24]([N:26]1[CH2:32][CH2:31][CH2:30][NH:29][CH2:28][CH2:27]1)[CH3:25].C(N(CC)CC)C. Product: [CH2:24]([N:26]1[CH2:32][CH2:31][CH2:30][N:29]([C:2]2[N:7]=[C:6]([CH3:8])[C:5]([CH:9]([CH2:14][CH2:15][CH3:16])[C:10]([O:12][CH3:13])=[O:11])=[C:4]([C:17]3[CH:22]=[CH:21][C:20]([CH3:23])=[CH:19][CH:18]=3)[N:3]=2)[CH2:28][CH2:27]1)[CH3:25]. The catalyst class is: 685. (9) The catalyst class is: 6. Product: [Cl:14][C:13]1[C:8]([N:1]2[CH2:6][CH2:5][NH:4][CH2:3][CH2:2]2)=[N:9][CH:10]=[C:11]([C:15]([F:17])([F:16])[F:18])[CH:12]=1. Reactant: [NH:1]1[CH2:6][CH2:5][NH:4][CH2:3][CH2:2]1.Cl[C:8]1[C:13]([Cl:14])=[CH:12][C:11]([C:15]([F:18])([F:17])[F:16])=[CH:10][N:9]=1. (10) Reactant: C([Li])CCC.[C:6]([O:10][C:11]([CH3:14])([CH3:13])[CH3:12])(=[O:9])[CH2:7][CH3:8].[Cl:15][C:16]1[N:21]=[C:20]([NH:22][C:23](=[O:28])[C:24]([CH3:27])([CH3:26])[CH3:25])[C:19]([CH:29]=[O:30])=[CH:18][CH:17]=1.[NH4+].[Cl-]. Product: [C:11]([O:10][C:6](=[O:9])[CH:7]([CH3:8])[CH:29]([C:19]1[C:20]([NH:22][C:23](=[O:28])[C:24]([CH3:25])([CH3:26])[CH3:27])=[N:21][C:16]([Cl:15])=[CH:17][CH:18]=1)[OH:30])([CH3:14])([CH3:13])[CH3:12]. The catalyst class is: 1.